From a dataset of Full USPTO retrosynthesis dataset with 1.9M reactions from patents (1976-2016). Predict the reactants needed to synthesize the given product. (1) Given the product [OH:5][CH2:4][C:3]#[C:2][CH2:1][N:11]1[C:7](=[O:17])[C:8]2[C:9](=[CH:13][CH:14]=[CH:15][CH:16]=2)[C:10]1=[O:12], predict the reactants needed to synthesize it. The reactants are: [CH2:1](O)[C:2]#[C:3][CH2:4][OH:5].[C:7]1(=[O:17])[NH:11][C:10](=[O:12])[C:9]2=[CH:13][CH:14]=[CH:15][CH:16]=[C:8]12.C1(P(C2C=CC=CC=2)C2C=CC=CC=2)C=CC=CC=1.N(C(OC(C)C)=O)=NC(OC(C)C)=O. (2) Given the product [Br:2][C:3]1[CH:4]=[C:5]([CH:30]=[CH:31][CH:32]=1)[CH2:6][N:7]1[C:11]2[CH:12]=[CH:13][CH:14]=[CH:15][C:10]=2[N:9]([CH2:16][CH2:17][CH2:18][O:19][C:20]2[CH:21]=[C:22]([CH:26]=[CH:27][CH:28]=2)[C:23]([OH:25])=[O:24])[C:8]1=[N:29][C:39]([O:41][C:42]([CH3:45])([CH3:44])[CH3:43])=[O:40], predict the reactants needed to synthesize it. The reactants are: [Na+].[Br:2][C:3]1[CH:4]=[C:5]([CH:30]=[CH:31][CH:32]=1)[CH2:6][N:7]1[C:11]2[CH:12]=[CH:13][CH:14]=[CH:15][C:10]=2[N:9]([CH2:16][CH2:17][CH2:18][O:19][C:20]2[CH:21]=[C:22]([CH:26]=[CH:27][CH:28]=2)[C:23]([O-:25])=[O:24])[C:8]1=[NH:29].C([O-])([O-])=O.[Na+].[Na+].[C:39](O[C:39]([O:41][C:42]([CH3:45])([CH3:44])[CH3:43])=[O:40])([O:41][C:42]([CH3:45])([CH3:44])[CH3:43])=[O:40]. (3) Given the product [NH2:6][CH2:9][C:10]1[C:11]([F:27])=[C:12]([O:17][C:18]2[CH:19]=[C:20]([CH:23]=[C:24]([Cl:26])[CH:25]=2)[C:21]#[N:22])[C:13]([Br:16])=[CH:14][CH:15]=1, predict the reactants needed to synthesize it. The reactants are: CP(C)C.O.[N:6]([CH2:9][C:10]1[C:11]([F:27])=[C:12]([O:17][C:18]2[CH:19]=[C:20]([CH:23]=[C:24]([Cl:26])[CH:25]=2)[C:21]#[N:22])[C:13]([Br:16])=[CH:14][CH:15]=1)=[N+]=[N-]. (4) The reactants are: [NH:1]1[C:5]([C:6]2[CH:7]=[C:8]3[C:13](=[CH:14][CH:15]=2)[C:12](=O)[CH2:11][CH2:10][CH2:9]3)=[N:4][N:3]=[N:2]1.Cl.[CH2:18]([C:22]1[CH:27]=[CH:26][C:25]([C:28]2[CH:33]=[CH:32][CH:31]=[C:30]([NH:34]N)[CH:29]=2)=[CH:24][CH:23]=1)[CH2:19][CH2:20][CH3:21]. Given the product [CH2:18]([C:22]1[CH:27]=[CH:26][C:25]([C:28]2[CH:29]=[C:30]3[C:31]([C:11]4[CH2:10][CH2:9][C:8]5[CH:7]=[C:6]([C:5]6[NH:4][N:3]=[N:2][N:1]=6)[CH:15]=[CH:14][C:13]=5[C:12]=4[NH:34]3)=[CH:32][CH:33]=2)=[CH:24][CH:23]=1)[CH2:19][CH2:20][CH3:21], predict the reactants needed to synthesize it.